Dataset: Full USPTO retrosynthesis dataset with 1.9M reactions from patents (1976-2016). Task: Predict the reactants needed to synthesize the given product. (1) Given the product [CH3:1][O:2][C:3](=[O:14])[C:4]1[CH:9]=[CH:8][C:7]([Cl:10])=[C:6]([NH2:11])[CH:5]=1, predict the reactants needed to synthesize it. The reactants are: [CH3:1][O:2][C:3](=[O:14])[C:4]1[CH:9]=[CH:8][C:7]([Cl:10])=[C:6]([N+:11]([O-])=O)[CH:5]=1.O.O.Cl[Sn]Cl. (2) Given the product [CH:27]1([CH2:30][C:31]([NH:21][NH:20][C:18]2[CH:19]=[C:14]([N:11]3[CH2:12][CH2:13][CH:8]([C:3]4[CH:4]=[CH:5][CH:6]=[CH:7][C:2]=4[F:1])[CH2:9][CH2:10]3)[N:15]=[CH:16][N:17]=2)=[O:32])[CH2:29][CH2:28]1, predict the reactants needed to synthesize it. The reactants are: [F:1][C:2]1[CH:7]=[CH:6][CH:5]=[CH:4][C:3]=1[CH:8]1[CH2:13][CH2:12][N:11]([C:14]2[CH:19]=[C:18]([NH:20][NH2:21])[N:17]=[CH:16][N:15]=2)[CH2:10][CH2:9]1.C(=O)(O)[O-].[Na+].[CH:27]1([CH2:30][C:31](Cl)=[O:32])[CH2:29][CH2:28]1. (3) Given the product [NH2:1][CH2:2][CH2:3][C:4]1[CH:5]=[C:6]([NH:10][C:11]([NH:13][CH2:14][C:15]2[CH:20]=[CH:19][CH:18]=[CH:17][C:16]=2[O:24][CH3:21])=[O:12])[CH:7]=[CH:8][CH:9]=1, predict the reactants needed to synthesize it. The reactants are: [NH2:1][CH2:2][CH2:3][C:4]1[CH:5]=[C:6]([NH:10][C:11]([NH:13][CH2:14][C:15]2[CH:20]=[CH:19][CH:18]=[CH:17][CH:16]=2)=[O:12])[CH:7]=[CH:8][CH:9]=1.[CH:21]([O:24]C(C)C)(C)C. (4) Given the product [C:1]([NH:3][C@@H:5]([C:8]([OH:10])=[O:9])[CH2:6][SH:7])(=[O:12])[CH3:2], predict the reactants needed to synthesize it. The reactants are: [C:1](#[N:3])[CH3:2].N[C@@H:5]([C:8]([OH:10])=[O:9])[CH2:6][SH:7].[NH4+].[OH-:12]. (5) Given the product [CH3:1][C:2]1[C:3]([CH2:4][OH:5])=[CH:8][CH:9]=[C:10]([C:12]([F:14])([F:13])[F:15])[N:11]=1, predict the reactants needed to synthesize it. The reactants are: [CH3:1][C:2]1[N:11]=[C:10]([C:12]([F:15])([F:14])[F:13])[CH:9]=[CH:8][C:3]=1[C:4](OC)=[O:5].[H-].[Al+3].[Li+].[H-].[H-].[H-].[C@H](O)(C([O-])=O)[C@@H](O)C([O-])=O.[Na+].[K+].CCOC(C)=O.